Task: Predict the product of the given reaction.. Dataset: Forward reaction prediction with 1.9M reactions from USPTO patents (1976-2016) Given the reactants Cl[C:2]1[C:3]2[NH:10][CH:9]=[CH:8][C:4]=2[N:5]=[CH:6][N:7]=1.[O:11]([C:18]1[CH:23]=[CH:22][C:21]([OH:24])=[CH:20][CH:19]=1)[C:12]1[CH:17]=[CH:16][CH:15]=[CH:14][CH:13]=1.O[CH2:26][C@H:27]1[CH2:30][CH2:29][N:28]1[C:31]([O:33]C(C)(C)C)=O.[C:38](Cl)(=O)[CH:39]=C, predict the reaction product. The product is: [O:11]([C:18]1[CH:19]=[CH:20][C:21]([O:24][C:2]2[C:3]3[N:10]([CH2:26][C@H:27]4[CH2:30][CH2:29][N:28]4[C:31](=[O:33])[CH:38]=[CH2:39])[CH:9]=[CH:8][C:4]=3[N:5]=[CH:6][N:7]=2)=[CH:22][CH:23]=1)[C:12]1[CH:17]=[CH:16][CH:15]=[CH:14][CH:13]=1.